From a dataset of Reaction yield outcomes from USPTO patents with 853,638 reactions. Predict the reaction yield, written as a fraction of the theoretical maximum amount of product (1.0 means a 100% yield; for example, 0.34 means a 34% yield). (1) The reactants are [CH3:1][O:2][CH2:3][CH2:4][O:5][CH2:6][CH2:7]O.C1(P(C2C=CC=CC=2)C2C=CC=CC=2)C=CC=CC=1.N(C(OC(C)C)=O)=NC(OC(C)C)=O.[Br:42][C:43]1[CH:52]=[CH:51][C:46]([C:47]([O:49]C)=O)=[CH:45][C:44]=1[OH:53].O.[OH-].[Li+].Cl.BrC1C=CC(C(O)=O)=CC=1OCCOCCOC.Cl.CN(C)CCCN=C=NCC.[C:88]1([S:98]([NH2:101])(=[O:100])=[O:99])[C:89]([S:94]([NH2:97])(=[O:96])=[O:95])=[CH:90][CH:91]=[CH:92][CH:93]=1. The catalyst is O1CCCC1.O.CN(C)C1C=CN=CC=1.CN(C)C=O. The product is [Br:42][C:43]1[CH:52]=[CH:51][C:46]([C:47]([NH:101][S:98]([C:88]2[CH:93]=[CH:92][CH:91]=[CH:90][C:89]=2[S:94](=[O:96])(=[O:95])[NH2:97])(=[O:100])=[O:99])=[O:49])=[CH:45][C:44]=1[O:53][CH2:7][CH2:6][O:5][CH2:4][CH2:3][O:2][CH3:1]. The yield is 0.600. (2) The reactants are [Cl:1][C:2]1[C:3]([C:12]2[CH:17]=[CH:16][C:15]([NH2:18])=[CH:14][CH:13]=2)=[CH:4][C:5]2[O:9][C:8]([CH3:10])=[N:7][C:6]=2[CH:11]=1.[F:19][C:20]1[CH:28]=[CH:27][CH:26]=[CH:25][C:21]=1[C:22](Cl)=[O:23].CCN(C(C)C)C(C)C.C([O-])(O)=O.[Na+].C(Cl)Cl. The catalyst is CN(C1C=CN=CC=1)C.C(Cl)Cl. The product is [Cl:1][C:2]1[C:3]([C:12]2[CH:17]=[CH:16][C:15]([NH:18][C:22]([C:21]3[CH:25]=[CH:26][CH:27]=[CH:28][C:20]=3[F:19])=[O:23])=[CH:14][CH:13]=2)=[CH:4][C:5]2[O:9][C:8]([CH3:10])=[N:7][C:6]=2[CH:11]=1. The yield is 0.575. (3) The reactants are [C:1]([O:5][C:6]([N:8]1[CH2:13][CH2:12][CH:11]([N:14]2[C:22]3[C:17](=[CH:18][CH:19]=[C:20]([F:23])[CH:21]=3)[C:16]([C:24]3[N:25]=[C:26]4[C:32]([CH:33]=[O:34])=[CH:31][N:30]([CH2:35][O:36][CH2:37][CH2:38][Si:39]([CH3:42])([CH3:41])[CH3:40])[C:27]4=[N:28][CH:29]=3)=[N:15]2)[CH2:10][CH2:9]1)=[O:7])([CH3:4])([CH3:3])[CH3:2].S(=O)(=O)([OH:45])N.Cl([O-])=O.[Na+].P([O-])(O)(O)=O.[K+]. The catalyst is C1COCC1.O. The product is [C:1]([O:5][C:6]([N:8]1[CH2:13][CH2:12][CH:11]([N:14]2[C:22]3[C:17](=[CH:18][CH:19]=[C:20]([F:23])[CH:21]=3)[C:16]([C:24]3[N:25]=[C:26]4[C:32]([C:33]([OH:45])=[O:34])=[CH:31][N:30]([CH2:35][O:36][CH2:37][CH2:38][Si:39]([CH3:42])([CH3:41])[CH3:40])[C:27]4=[N:28][CH:29]=3)=[N:15]2)[CH2:10][CH2:9]1)=[O:7])([CH3:4])([CH3:3])[CH3:2]. The yield is 0.900. (4) The reactants are [OH-].[Na+].[NH2:3][CH:4]([C:6]([OH:8])=[O:7])[CH3:5].[C:9](Cl)(=[O:16])[C:10]1[CH:15]=[CH:14][CH:13]=[CH:12][CH:11]=1.Cl. The catalyst is O. The product is [C:9]([NH:3][C@H:4]([C:6]([OH:8])=[O:7])[CH3:5])(=[O:16])[C:10]1[CH:15]=[CH:14][CH:13]=[CH:12][CH:11]=1. The yield is 0.904. (5) The reactants are [CH3:1][N:2]([CH2:13][CH:14]1[CH2:18][CH2:17][N:16]([CH3:19])[CH2:15]1)[C:3]1[O:4][C:5]2[CH:11]=[CH:10][C:9]([NH2:12])=[CH:8][C:6]=2[N:7]=1.[CH:20]1([C:26]2[CH:34]=[CH:33][C:29]([C:30](O)=[O:31])=[CH:28][CH:27]=2)[CH2:25][CH2:24][CH2:23][CH2:22][CH2:21]1.CN(C(ON1N=NC2C=CC=NC1=2)=[N+](C)C)C.F[P-](F)(F)(F)(F)F.C(Cl)Cl. The catalyst is C(Cl)Cl.CO. The product is [CH:20]1([C:26]2[CH:27]=[CH:28][C:29]([C:30]([NH:12][C:9]3[CH:10]=[CH:11][C:5]4[O:4][C:3]([N:2]([CH3:1])[CH2:13][CH:14]5[CH2:18][CH2:17][N:16]([CH3:19])[CH2:15]5)=[N:7][C:6]=4[CH:8]=3)=[O:31])=[CH:33][CH:34]=2)[CH2:21][CH2:22][CH2:23][CH2:24][CH2:25]1. The yield is 0.400.